This data is from NCI-60 drug combinations with 297,098 pairs across 59 cell lines. The task is: Regression. Given two drug SMILES strings and cell line genomic features, predict the synergy score measuring deviation from expected non-interaction effect. (1) Drug 1: CS(=O)(=O)CCNCC1=CC=C(O1)C2=CC3=C(C=C2)N=CN=C3NC4=CC(=C(C=C4)OCC5=CC(=CC=C5)F)Cl. Drug 2: C1CC(=O)NC(=O)C1N2C(=O)C3=CC=CC=C3C2=O. Cell line: A549. Synergy scores: CSS=1.92, Synergy_ZIP=1.48, Synergy_Bliss=4.72, Synergy_Loewe=-1.07, Synergy_HSA=1.12. (2) Drug 1: C1CN1P(=S)(N2CC2)N3CC3. Drug 2: C1C(C(OC1N2C=NC3=C2NC=NCC3O)CO)O. Cell line: NCI-H522. Synergy scores: CSS=13.2, Synergy_ZIP=2.79, Synergy_Bliss=3.71, Synergy_Loewe=1.74, Synergy_HSA=2.16. (3) Drug 1: CC1=C(C(=CC=C1)Cl)NC(=O)C2=CN=C(S2)NC3=CC(=NC(=N3)C)N4CCN(CC4)CCO. Drug 2: COC1=C2C(=CC3=C1OC=C3)C=CC(=O)O2. Cell line: HS 578T. Synergy scores: CSS=17.9, Synergy_ZIP=-7.83, Synergy_Bliss=-5.80, Synergy_Loewe=-5.54, Synergy_HSA=0.731. (4) Drug 1: C1=C(C(=O)NC(=O)N1)F. Drug 2: C1=NC2=C(N1)C(=S)N=CN2. Cell line: SK-MEL-5. Synergy scores: CSS=34.4, Synergy_ZIP=-12.6, Synergy_Bliss=-17.4, Synergy_Loewe=-12.3, Synergy_HSA=-11.7. (5) Synergy scores: CSS=23.3, Synergy_ZIP=-3.87, Synergy_Bliss=2.23, Synergy_Loewe=-7.78, Synergy_HSA=3.10. Drug 2: C1=NC2=C(N=C(N=C2N1C3C(C(C(O3)CO)O)F)Cl)N. Drug 1: CNC(=O)C1=CC=CC=C1SC2=CC3=C(C=C2)C(=NN3)C=CC4=CC=CC=N4. Cell line: A498. (6) Drug 1: C1=CC(=C2C(=C1NCCNCCO)C(=O)C3=C(C=CC(=C3C2=O)O)O)NCCNCCO. Drug 2: CCCS(=O)(=O)NC1=C(C(=C(C=C1)F)C(=O)C2=CNC3=C2C=C(C=N3)C4=CC=C(C=C4)Cl)F. Cell line: T-47D. Synergy scores: CSS=18.6, Synergy_ZIP=-9.07, Synergy_Bliss=-3.87, Synergy_Loewe=-24.5, Synergy_HSA=-4.27.